This data is from NCI-60 drug combinations with 297,098 pairs across 59 cell lines. The task is: Regression. Given two drug SMILES strings and cell line genomic features, predict the synergy score measuring deviation from expected non-interaction effect. (1) Drug 1: C1CCC(C1)C(CC#N)N2C=C(C=N2)C3=C4C=CNC4=NC=N3. Drug 2: CC(C)NC(=O)C1=CC=C(C=C1)CNNC.Cl. Cell line: HCT116. Synergy scores: CSS=27.5, Synergy_ZIP=10.1, Synergy_Bliss=13.0, Synergy_Loewe=9.39, Synergy_HSA=9.29. (2) Drug 1: C1CC(=O)NC(=O)C1N2CC3=C(C2=O)C=CC=C3N. Drug 2: CC1CCC2CC(C(=CC=CC=CC(CC(C(=O)C(C(C(=CC(C(=O)CC(OC(=O)C3CCCCN3C(=O)C(=O)C1(O2)O)C(C)CC4CCC(C(C4)OC)OCCO)C)C)O)OC)C)C)C)OC. Cell line: PC-3. Synergy scores: CSS=34.9, Synergy_ZIP=-1.58, Synergy_Bliss=-1.15, Synergy_Loewe=-42.1, Synergy_HSA=3.11. (3) Drug 1: CN(C)C1=NC(=NC(=N1)N(C)C)N(C)C. Drug 2: C1=NC2=C(N=C(N=C2N1C3C(C(C(O3)CO)O)O)F)N. Cell line: SK-MEL-5. Synergy scores: CSS=-0.500, Synergy_ZIP=-0.286, Synergy_Bliss=-1.01, Synergy_Loewe=-6.58, Synergy_HSA=-5.98.